This data is from Forward reaction prediction with 1.9M reactions from USPTO patents (1976-2016). The task is: Predict the product of the given reaction. (1) Given the reactants [H-].[Na+].[CH:3]1([N:9]([CH3:13])[CH2:10][CH2:11][OH:12])[CH2:8][CH2:7][CH2:6][CH2:5][CH2:4]1.[CH2:14]([Sn:18]([CH2:25][CH2:26][CH2:27][CH3:28])([CH2:21][CH2:22][CH2:23][CH3:24])[CH2:19]I)[CH2:15][CH2:16][CH3:17].O, predict the reaction product. The product is: [CH3:13][N:9]([CH2:10][CH2:11][O:12][CH2:19][Sn:18]([CH2:14][CH2:15][CH2:16][CH3:17])([CH2:25][CH2:26][CH2:27][CH3:28])[CH2:21][CH2:22][CH2:23][CH3:24])[CH:3]1[CH2:8][CH2:7][CH2:6][CH2:5][CH2:4]1. (2) Given the reactants [CH3:1][O:2][C:3](=[O:15])[CH2:4][CH:5]1[C:9]2[CH:10]=[CH:11][C:12]([OH:14])=[CH:13][C:8]=2[O:7][CH2:6]1.[Br:16][C:17]1[CH:25]=[CH:24][CH:23]=[C:22]2[C:18]=1[CH2:19][CH2:20][C@@H:21]2O, predict the reaction product. The product is: [CH3:1][O:2][C:3](=[O:15])[CH2:4][CH:5]1[C:9]2[CH:10]=[CH:11][C:12]([O:14][C@H:21]3[C:22]4[C:18](=[C:17]([Br:16])[CH:25]=[CH:24][CH:23]=4)[CH2:19][CH2:20]3)=[CH:13][C:8]=2[O:7][CH2:6]1. (3) Given the reactants [C:1]([N:5]1[C:9](=[O:10])[CH:8]=[C:7]([C:11]2[CH:16]=[CH:15][CH:14]=[C:13]([O:17][CH2:18][CH2:19][CH2:20][OH:21])[CH:12]=2)[S:6]1(=[O:23])=[O:22])([CH3:4])([CH3:3])[CH3:2].[OH:24][C:25]1[CH:34]=[CH:33][CH:32]=[C:31](O)[C:26]=1[C:27]([O:29][CH3:30])=[O:28].C1(P(C2C=CC=CC=2)C2C=CC=CC=2)C=CC=CC=1.N(C(OC(C)C)=O)=NC(OC(C)C)=O, predict the reaction product. The product is: [CH3:30][O:29][C:27](=[O:28])[C:26]1[C:25]([OH:24])=[CH:34][CH:33]=[CH:32][C:31]=1[O:21][CH2:20][CH2:19][CH2:18][O:17][C:13]1[CH:14]=[CH:15][CH:16]=[C:11]([C:7]2[S:6](=[O:22])(=[O:23])[N:5]([C:1]([CH3:4])([CH3:2])[CH3:3])[C:9](=[O:10])[CH:8]=2)[CH:12]=1. (4) Given the reactants [NH2:1][C:2]1[N:7]=[CH:6][N:5]=[C:4]([N:8]2[C:16]3[C:11](=[CH:12][CH:13]=[C:14]([C:17]4[CH:18]=[C:19]([NH:23][C:24]([NH:26][C:27]5[CH:32]=[CH:31][CH:30]=[CH:29][C:28]=5[O:33][CH3:34])=[O:25])[CH:20]=[CH:21][CH:22]=4)[CH:15]=3)[CH:10]=[CH:9]2)[CH:3]=1.[CH:35]1([C:38](Cl)=[O:39])[CH2:37][CH2:36]1, predict the reaction product. The product is: [CH3:34][O:33][C:28]1[CH:29]=[CH:30][CH:31]=[CH:32][C:27]=1[NH:26][C:24](=[O:25])[NH:23][C:19]1[CH:18]=[C:17]([C:14]2[CH:15]=[C:16]3[C:11]([CH:10]=[CH:9][N:8]3[C:4]3[N:5]=[CH:6][N:7]=[C:2]([NH:1][C:38]([CH:35]4[CH2:37][CH2:36]4)=[O:39])[CH:3]=3)=[CH:12][CH:13]=2)[CH:22]=[CH:21][CH:20]=1. (5) The product is: [I:6][C:7]1[CH:13]=[CH:12][C:10]([N:11]=[N:15][C:19]2[CH:20]=[C:21]([CH3:26])[CH:22]=[CH:23][C:24]=2[OH:25])=[C:9]([CH3:14])[CH:8]=1. Given the reactants B(O)(O)O.Cl.[I:6][C:7]1[CH:13]=[CH:12][C:10]([NH2:11])=[C:9]([CH3:14])[CH:8]=1.[N:15]([O-])=O.[Na+].[CH:19]1[C:24]([OH:25])=[CH:23][CH:22]=[C:21]([CH3:26])[CH:20]=1.[OH-].[Na+].P([O-])([O-])([O-])=O.[Na+].[Na+].[Na+], predict the reaction product. (6) Given the reactants [H-].[Na+].[C:3]([O:7][C:8]([N:10]1[CH2:15][CH2:14][C@H:13]([OH:16])[CH2:12][C@@H:11]1[CH3:17])=[O:9])([CH3:6])([CH3:5])[CH3:4].[Cl:18][C:19]1[CH:24]=[CH:23][CH:22]=[C:21](Cl)[N:20]=1, predict the reaction product. The product is: [C:3]([O:7][C:8]([N:10]1[CH2:15][CH2:14][C@H:13]([O:16][C:21]2[CH:22]=[CH:23][CH:24]=[C:19]([Cl:18])[N:20]=2)[CH2:12][C@@H:11]1[CH3:17])=[O:9])([CH3:6])([CH3:4])[CH3:5].